Dataset: Full USPTO retrosynthesis dataset with 1.9M reactions from patents (1976-2016). Task: Predict the reactants needed to synthesize the given product. (1) Given the product [CH3:15][C:9]1([C:3]2[CH:8]=[CH:7][CH:6]=[CH:5][CH:4]=2)[CH2:13][CH2:12][CH2:11][C:10]1=[O:14], predict the reactants needed to synthesize it. The reactants are: [H-].[Na+].[C:3]1([CH:9]2[CH2:13][CH2:12][CH2:11][C:10]2=[O:14])[CH:8]=[CH:7][CH:6]=[CH:5][CH:4]=1.[CH3:15]I. (2) The reactants are: [Cl:1][C:2]1[CH:7]=[CH:6][C:5]([C:8]2[N:9]=[C:10]([NH:13][C:14]([C:16]3[N:17]=[CH:18][C:19]([N:22]4[CH2:27][CH2:26][CH:25]([C:28]([O:30][CH2:31][CH3:32])=[O:29])[CH2:24][CH2:23]4)=[N:20][CH:21]=3)=[O:15])[S:11][CH:12]=2)=[CH:4][C:3]=1[C:33]([F:36])([F:35])[F:34].C=O.[C:39]([O:42][C:43](=O)C)(=[O:41])[CH3:40]. Given the product [C:39]([O:42][CH2:43][C:12]1[S:11][C:10]([NH:13][C:14]([C:16]2[N:17]=[CH:18][C:19]([N:22]3[CH2:23][CH2:24][CH:25]([C:28]([O:30][CH2:31][CH3:32])=[O:29])[CH2:26][CH2:27]3)=[N:20][CH:21]=2)=[O:15])=[N:9][C:8]=1[C:5]1[CH:6]=[CH:7][C:2]([Cl:1])=[C:3]([C:33]([F:36])([F:34])[F:35])[CH:4]=1)(=[O:41])[CH3:40], predict the reactants needed to synthesize it. (3) Given the product [Cl:1][C:2]1[C:3]([N:9]=[C:16]=[S:17])=[N:4][C:5]([Cl:8])=[CH:6][CH:7]=1, predict the reactants needed to synthesize it. The reactants are: [Cl:1][C:2]1[C:3]([NH2:9])=[N:4][C:5]([Cl:8])=[CH:6][CH:7]=1.C(=O)([O-])[O-].[Na+].[Na+].[C:16](Cl)(Cl)=[S:17]. (4) The reactants are: [CH3:1][O:2][C:3](=[O:42])[C:4]1[CH:9]=[CH:8][C:7]([NH:10][C:11]([C@H:13]2[C@H:17]([C:18]3[CH:23]=[CH:22][CH:21]=[C:20]([Cl:24])[C:19]=3[F:25])[C@:16]([C:28]3[CH:33]=[CH:32][C:31]([Cl:34])=[CH:30][C:29]=3[F:35])([C:26]#[N:27])[C@H:15]([CH2:36][C:37]([CH3:40])([CH3:39])[CH3:38])[NH:14]2)=[O:12])=[CH:6][C:5]=1[F:41].C=O.[C:45](O[BH-](OC(=O)C)OC(=O)C)(=O)C.[Na+]. Given the product [CH3:1][O:2][C:3](=[O:42])[C:4]1[CH:9]=[CH:8][C:7]([NH:10][C:11]([C@H:13]2[C@H:17]([C:18]3[CH:23]=[CH:22][CH:21]=[C:20]([Cl:24])[C:19]=3[F:25])[C@:16]([C:28]3[CH:33]=[CH:32][C:31]([Cl:34])=[CH:30][C:29]=3[F:35])([C:26]#[N:27])[C@H:15]([CH2:36][C:37]([CH3:38])([CH3:39])[CH3:40])[N:14]2[CH3:45])=[O:12])=[CH:6][C:5]=1[F:41], predict the reactants needed to synthesize it. (5) Given the product [CH2:1]([N:8]([CH2:21][C:22]1[CH:23]=[CH:24][CH:25]=[CH:26][CH:27]=1)[C@@H:9]([CH:19]=[O:20])[CH2:10][CH2:11]/[CH:12]=[CH:13]/[C:14]([O:16][CH2:17][CH3:18])=[O:15])[C:2]1[CH:3]=[CH:4][CH:5]=[CH:6][CH:7]=1, predict the reactants needed to synthesize it. The reactants are: [CH2:1]([N:8]([CH2:21][C:22]1[CH:27]=[CH:26][CH:25]=[CH:24][CH:23]=1)[C@@H:9]([CH2:19][OH:20])[CH2:10][CH2:11]/[CH:12]=[CH:13]/[C:14]([O:16][CH2:17][CH3:18])=[O:15])[C:2]1[CH:7]=[CH:6][CH:5]=[CH:4][CH:3]=1.C1(CN(CC2CCCC2)[C@@H](C=O)CC/C=C/C(OCC)=O)CCCC1. (6) Given the product [NH2:13][C:5]1[CH:6]=[C:7]([CH:11]=[CH:12][C:4]=1[NH:3][CH2:1][CH3:2])[C:8]([OH:10])=[O:9], predict the reactants needed to synthesize it. The reactants are: [CH2:1]([NH:3][C:4]1[CH:12]=[CH:11][C:7]([C:8]([OH:10])=[O:9])=[CH:6][C:5]=1[N+:13]([O-])=O)[CH3:2].